Dataset: NCI-60 drug combinations with 297,098 pairs across 59 cell lines. Task: Regression. Given two drug SMILES strings and cell line genomic features, predict the synergy score measuring deviation from expected non-interaction effect. (1) Drug 1: CN1C(=O)N2C=NC(=C2N=N1)C(=O)N. Drug 2: C1=CC=C(C(=C1)C(C2=CC=C(C=C2)Cl)C(Cl)Cl)Cl. Cell line: NCI-H226. Synergy scores: CSS=-9.19, Synergy_ZIP=3.12, Synergy_Bliss=1.65, Synergy_Loewe=-5.42, Synergy_HSA=-4.82. (2) Drug 1: CC1C(C(CC(O1)OC2CC(CC3=C2C(=C4C(=C3O)C(=O)C5=C(C4=O)C(=CC=C5)OC)O)(C(=O)C)O)N)O.Cl. Drug 2: CCN(CC)CCNC(=O)C1=C(NC(=C1C)C=C2C3=C(C=CC(=C3)F)NC2=O)C. Cell line: UO-31. Synergy scores: CSS=9.63, Synergy_ZIP=-4.29, Synergy_Bliss=-3.09, Synergy_Loewe=-2.41, Synergy_HSA=-0.766. (3) Drug 1: CNC(=O)C1=CC=CC=C1SC2=CC3=C(C=C2)C(=NN3)C=CC4=CC=CC=N4. Drug 2: CCC1(CC2CC(C3=C(CCN(C2)C1)C4=CC=CC=C4N3)(C5=C(C=C6C(=C5)C78CCN9C7C(C=CC9)(C(C(C8N6C)(C(=O)OC)O)OC(=O)C)CC)OC)C(=O)OC)O.OS(=O)(=O)O. Cell line: OVCAR-4. Synergy scores: CSS=20.1, Synergy_ZIP=-5.46, Synergy_Bliss=-2.52, Synergy_Loewe=-11.4, Synergy_HSA=-2.48. (4) Drug 1: CNC(=O)C1=CC=CC=C1SC2=CC3=C(C=C2)C(=NN3)C=CC4=CC=CC=N4. Drug 2: C#CCC(CC1=CN=C2C(=N1)C(=NC(=N2)N)N)C3=CC=C(C=C3)C(=O)NC(CCC(=O)O)C(=O)O. Cell line: TK-10. Synergy scores: CSS=4.33, Synergy_ZIP=1.11, Synergy_Bliss=2.07, Synergy_Loewe=1.02, Synergy_HSA=0.726. (5) Drug 1: CC1=C(C=C(C=C1)NC2=NC=CC(=N2)N(C)C3=CC4=NN(C(=C4C=C3)C)C)S(=O)(=O)N.Cl. Drug 2: CN(CCCl)CCCl.Cl. Cell line: OVCAR-8. Synergy scores: CSS=1.90, Synergy_ZIP=-0.994, Synergy_Bliss=0.650, Synergy_Loewe=-1.70, Synergy_HSA=-0.974. (6) Drug 1: CC1=CC=C(C=C1)C2=CC(=NN2C3=CC=C(C=C3)S(=O)(=O)N)C(F)(F)F. Drug 2: COCCOC1=C(C=C2C(=C1)C(=NC=N2)NC3=CC=CC(=C3)C#C)OCCOC.Cl. Cell line: HOP-92. Synergy scores: CSS=7.61, Synergy_ZIP=0.0458, Synergy_Bliss=2.88, Synergy_Loewe=-5.02, Synergy_HSA=0.401.